This data is from Catalyst prediction with 721,799 reactions and 888 catalyst types from USPTO. The task is: Predict which catalyst facilitates the given reaction. (1) Reactant: [F:1][C:2]1[C:3]([O:20][CH3:21])=[C:4]([C:8]([CH3:19])([CH3:18])[CH2:9][C:10]([OH:17])([C:13]([F:16])([F:15])[F:14])[CH:11]=O)[CH:5]=[CH:6][CH:7]=1.[CH3:22][C:23]1[C:24]([NH2:32])=[C:25]2[C:29](=[CH:30][CH:31]=1)[NH:28][N:27]=[CH:26]2.C1(C)C(C)=CC=CC=1.[Cl-].[Na+]. Product: [F:16][C:13]([F:14])([F:15])[C:10]([CH:11]=[N:32][C:24]1[C:23]([CH3:22])=[CH:31][CH:30]=[C:29]2[C:25]=1[CH:26]=[N:27][NH:28]2)([OH:17])[CH2:9][C:8]([C:4]1[CH:5]=[CH:6][CH:7]=[C:2]([F:1])[C:3]=1[O:20][CH3:21])([CH3:19])[CH3:18]. The catalyst class is: 13. (2) Reactant: [C:1]([O-:4])(=[S:3])[CH3:2].[K+].[C:6]([O:10][C:11](=[O:18])[CH:12]([CH2:16]Br)[CH:13]([CH3:15])[CH3:14])([CH3:9])([CH3:8])[CH3:7].O. Product: [C:6]([O:10][C:11](=[O:18])[CH:12]([CH2:16][S:3][C:1](=[O:4])[CH3:2])[CH:13]([CH3:14])[CH3:15])([CH3:9])([CH3:8])[CH3:7]. The catalyst class is: 3. (3) Reactant: [NH2:1][C:2]1[C:3]2[N:14]([CH2:15][O:16][CH2:17][C:18]3[CH:23]=[CH:22][CH:21]=[CH:20][CH:19]=3)[C:13]([CH3:24])=[C:12]([C:25]#[C:26][CH2:27][CH2:28][OH:29])[C:4]=2[N:5]=[C:6]([CH2:8][CH2:9][CH2:10][CH3:11])[N:7]=1. Product: [NH2:1][C:2]1[C:3]2[N:14]([CH2:15][O:16][CH2:17][C:18]3[CH:19]=[CH:20][CH:21]=[CH:22][CH:23]=3)[C:13]([CH3:24])=[C:12]([CH2:25][CH2:26][CH2:27][CH2:28][OH:29])[C:4]=2[N:5]=[C:6]([CH2:8][CH2:9][CH2:10][CH3:11])[N:7]=1. The catalyst class is: 29. (4) Reactant: CCCC[N+](CCCC)(CCCC)CCCC.[F-].[C:19]([O:23][C:24](=[O:45])[N:25]([CH2:27][CH2:28][C:29]1[CH:34]=[CH:33][C:32]([Cl:35])=[C:31]([C:36](C)(C)[O:37][SiH2]C(C)(C)C)[CH:30]=1)[CH3:26])([CH3:22])([CH3:21])[CH3:20].CCOC(C)=O. Product: [C:19]([O:23][C:24](=[O:45])[N:25]([CH2:27][CH2:28][C:29]1[CH:34]=[CH:33][C:32]([Cl:35])=[C:31]([CH2:36][OH:37])[CH:30]=1)[CH3:26])([CH3:22])([CH3:20])[CH3:21]. The catalyst class is: 1. (5) Reactant: Br[C:2]1[CH:3]=[C:4]2[C:9]([NH:10][CH:11]3[C:15]4([CH2:18][CH2:17][CH2:16]4)[CH2:14][N:13]([C:19]([C:21]4([C:24]#[N:25])[CH2:23][CH2:22]4)=[O:20])[CH2:12]3)=[C:8]([C:26]([NH2:28])=[O:27])[CH:7]=[N:6][N:5]2[CH:29]=1.[CH3:30][O:31][C:32]1[CH:37]=[CH:36][C:35](B(O)O)=[CH:34][N:33]=1.P([O-])([O-])([O-])=O.[K+].[K+].[K+].N#N.ClCCl. Product: [C:24]([C:21]1([C:19]([N:13]2[CH2:12][CH:11]([NH:10][C:9]3[C:4]4[N:5]([CH:29]=[C:2]([C:35]5[CH:34]=[N:33][C:32]([O:31][CH3:30])=[CH:37][CH:36]=5)[CH:3]=4)[N:6]=[CH:7][C:8]=3[C:26]([NH2:28])=[O:27])[C:15]3([CH2:16][CH2:17][CH2:18]3)[CH2:14]2)=[O:20])[CH2:23][CH2:22]1)#[N:25]. The catalyst class is: 75.